Dataset: Reaction yield outcomes from USPTO patents with 853,638 reactions. Task: Predict the reaction yield, written as a fraction of the theoretical maximum amount of product (1.0 means a 100% yield; for example, 0.34 means a 34% yield). (1) The product is [Br:1][C:2]1[CH:9]=[C:8]([F:10])[CH:7]=[C:6]([Br:11])[C:3]=1[CH2:4][OH:5]. The catalyst is CCO. The reactants are [Br:1][C:2]1[CH:9]=[C:8]([F:10])[CH:7]=[C:6]([Br:11])[C:3]=1[CH:4]=[O:5].[BH4-].[Na+]. The yield is 0.750. (2) The reactants are C(OC(=O)[NH:7][C:8]1[S:9][C:10]([C:34]2[CH:39]=[CH:38][CH:37]=[CH:36][N:35]=2)=[CH:11][C:12]=1[C:13]([N:15]1[CH2:20][CH2:19][CH:18]([N:21]2[CH2:33][CH2:32][CH2:31][C:23]3([C:27](=[O:28])[N:26]([CH3:29])[C:25](=[O:30])[CH2:24]3)[CH2:22]2)[CH2:17][CH2:16]1)=[O:14])(C)(C)C.C(=O)([O-])[O-].[K+].[K+]. The catalyst is FC(F)(F)C(O)=O. The product is [NH2:7][C:8]1[S:9][C:10]([C:34]2[CH:39]=[CH:38][CH:37]=[CH:36][N:35]=2)=[CH:11][C:12]=1[C:13]([N:15]1[CH2:20][CH2:19][CH:18]([N:21]2[CH2:33][CH2:32][CH2:31][C:23]3([C:27](=[O:28])[N:26]([CH3:29])[C:25](=[O:30])[CH2:24]3)[CH2:22]2)[CH2:17][CH2:16]1)=[O:14]. The yield is 0.870.